Dataset: Full USPTO retrosynthesis dataset with 1.9M reactions from patents (1976-2016). Task: Predict the reactants needed to synthesize the given product. (1) Given the product [Cl:22][C:17]1[CH:16]=[C:15]([NH:14][C:5]2[C:4]3[C:9](=[CH:10][CH:11]=[C:2]([NH:1][CH2:29][C:28]4[N:24]([CH3:23])[CH:25]=[N:26][C:27]=4[CH3:31])[CH:3]=3)[N:8]=[CH:7][C:6]=2[C:12]#[N:13])[CH:20]=[CH:19][C:18]=1[F:21], predict the reactants needed to synthesize it. The reactants are: [NH2:1][C:2]1[CH:3]=[C:4]2[C:9](=[CH:10][CH:11]=1)[N:8]=[CH:7][C:6]([C:12]#[N:13])=[C:5]2[NH:14][C:15]1[CH:20]=[CH:19][C:18]([F:21])=[C:17]([Cl:22])[CH:16]=1.[CH3:23][N:24]1[C:28]([CH:29]=O)=[C:27]([CH3:31])[N:26]=[CH:25]1.[BH3-]C#N.[Na+]. (2) Given the product [Cl:27][C:28]1[CH:35]=[CH:34][C:31]([CH2:32][NH:33][C:5]2[N:10]=[C:9]([C:11]3[N:15]4[CH:16]=[CH:17][N:18]=[C:19]([N:20]5[CH2:25][CH2:24][N:23]([CH3:26])[CH2:22][CH2:21]5)[C:14]4=[N:13][CH:12]=3)[CH:8]=[CH:7][N:6]=2)=[CH:30][CH:29]=1, predict the reactants needed to synthesize it. The reactants are: CS([C:5]1[N:10]=[C:9]([C:11]2[N:15]3[CH:16]=[CH:17][N:18]=[C:19]([N:20]4[CH2:25][CH2:24][N:23]([CH3:26])[CH2:22][CH2:21]4)[C:14]3=[N:13][CH:12]=2)[CH:8]=[CH:7][N:6]=1)(=O)=O.[Cl:27][C:28]1[CH:35]=[CH:34][C:31]([CH2:32][NH2:33])=[CH:30][CH:29]=1. (3) Given the product [F:48][C:49]([F:54])([F:53])[C:50]([OH:52])=[O:51].[F:48][C:49]([F:54])([F:53])[C:50]([OH:52])=[O:51].[CH2:1]([C:3]1[C:4]([NH:25][CH2:26][CH:27]([NH:35][C:36]([NH:38][C:39]2[CH:44]=[CH:43][CH:42]=[CH:41][C:40]=2[N+:45]([O-:47])=[O:46])=[O:37])[C:28]([OH:30])=[O:29])=[N:5][CH:6]=[N:7][C:8]=1[N:9]1[CH2:10][CH2:11][CH:12]([C:15]2[CH:24]=[CH:23][C:22]3[CH2:21][CH2:20][CH2:19][NH:18][C:17]=3[N:16]=2)[CH2:13][CH2:14]1)[CH3:2], predict the reactants needed to synthesize it. The reactants are: [CH2:1]([C:3]1[C:4]([NH:25][CH2:26][CH:27]([NH:35][C:36]([NH:38][C:39]2[CH:44]=[CH:43][CH:42]=[CH:41][C:40]=2[N+:45]([O-:47])=[O:46])=[O:37])[C:28]([O:30]C(C)(C)C)=[O:29])=[N:5][CH:6]=[N:7][C:8]=1[N:9]1[CH2:14][CH2:13][CH:12]([C:15]2[CH:24]=[CH:23][C:22]3[CH2:21][CH2:20][CH2:19][NH:18][C:17]=3[N:16]=2)[CH2:11][CH2:10]1)[CH3:2].[F:48][C:49]([F:54])([F:53])[C:50]([OH:52])=[O:51].ClCCl.CO.O.C(O)(=O)C.C1(C)C=CC=CC=1. (4) Given the product [N:20]1[C:21]2[C:26](=[CH:25][CH:24]=[CH:23][CH:22]=2)[CH:27]=[CH:28][C:19]=1/[CH:18]=[CH:16]/[C:14]1[N:15]=[C:8]2[C:7]([N:4]3[CH2:5][CH2:6][O:1][CH2:2][CH2:3]3)=[CH:12][CH:11]=[N:10][N:9]2[CH:13]=1, predict the reactants needed to synthesize it. The reactants are: [O:1]1[CH2:6][CH2:5][N:4]([C:7]2[C:8]3[N:9]([CH:13]=[C:14]([CH:16]=O)[N:15]=3)[N:10]=[CH:11][CH:12]=2)[CH2:3][CH2:2]1.[CH3:18][C:19]1[CH:28]=[CH:27][C:26]2[C:21](=[CH:22][CH:23]=[CH:24][CH:25]=2)[N:20]=1.C[Si](Br)(C)C.CO.